Dataset: Reaction yield outcomes from USPTO patents with 853,638 reactions. Task: Predict the reaction yield, written as a fraction of the theoretical maximum amount of product (1.0 means a 100% yield; for example, 0.34 means a 34% yield). (1) The reactants are [CH2:1]([O:8][C:9]1[CH:14]=[CH:13][C:12](/[CH:15]=[CH:16]/[N+:17]([O-:19])=[O:18])=[CH:11][N:10]=1)[C:2]1[CH:7]=[CH:6][CH:5]=[CH:4][CH:3]=1.C(O)(=O)C.[B-].[Na+].O. The catalyst is CS(C)=O. The product is [CH2:1]([O:8][C:9]1[CH:14]=[CH:13][C:12]([CH2:15][CH2:16][N+:17]([O-:19])=[O:18])=[CH:11][N:10]=1)[C:2]1[CH:7]=[CH:6][CH:5]=[CH:4][CH:3]=1. The yield is 0.407. (2) The reactants are O=C1C2C(=CC=CC=2)C(=O)[N:3]1[N:12]([CH2:20][CH2:21][O:22][CH:23]([CH3:25])[CH3:24])[C:13](=[O:19])[O:14][C:15]([CH3:18])([CH3:17])[CH3:16].CNN. The catalyst is O1CCCC1. The product is [CH:23]([O:22][CH2:21][CH2:20][N:12]([C:13]([O:14][C:15]([CH3:17])([CH3:16])[CH3:18])=[O:19])[NH2:3])([CH3:25])[CH3:24]. The yield is 0.840. (3) The reactants are Cl[C:2]1[N:7]=[C:6]([NH:8][CH2:9][CH2:10][CH2:11][OH:12])[C:5]([C:13]2[S:14][CH:15]=[CH:16][CH:17]=2)=[CH:4][N:3]=1.[NH2:18][C:19]1[CH:24]=[CH:23][C:22]([S:25]([CH3:33])(=[N:27][C:28]([O:30][CH2:31][CH3:32])=[O:29])=[O:26])=[CH:21][CH:20]=1. No catalyst specified. The product is [CH2:31]([O:30][C:28]([N:27]=[S:25]([C:22]1[CH:21]=[CH:20][C:19]([NH:18][C:2]2[N:7]=[C:6]([NH:8][CH2:9][CH2:10][CH2:11][OH:12])[C:5]([C:13]3[S:14][CH:15]=[CH:16][CH:17]=3)=[CH:4][N:3]=2)=[CH:24][CH:23]=1)([CH3:33])=[O:26])=[O:29])[CH3:32]. The yield is 0.290. (4) The reactants are [F:1][C:2]1[CH:7]=[CH:6][C:5]([C:8]2[C:16]3[C:11](=[CH:12][CH:13]=[C:14]([CH:17]([OH:25])[CH2:18][C:19]4[CH:24]=[CH:23][CH:22]=[CH:21][CH:20]=4)[CH:15]=3)[N:10]([CH:26]3[CH2:31][CH2:30][CH2:29][CH2:28][O:27]3)[N:9]=2)=[CH:4][CH:3]=1.[Cr](Cl)([O-])(=O)=O.[NH+]1C=CC=CC=1. The product is [F:1][C:2]1[CH:7]=[CH:6][C:5]([C:8]2[C:16]3[C:11](=[CH:12][CH:13]=[C:14]([C:17](=[O:25])[CH2:18][C:19]4[CH:24]=[CH:23][CH:22]=[CH:21][CH:20]=4)[CH:15]=3)[N:10]([CH:26]3[CH2:31][CH2:30][CH2:29][CH2:28][O:27]3)[N:9]=2)=[CH:4][CH:3]=1. The catalyst is ClCCl. The yield is 0.510. (5) The reactants are [CH2:1]([O:5][C:6]1[CH:7]=[C:8]([CH:12]([C:26]([O:28][C:29]([CH3:32])([CH3:31])[CH3:30])=[O:27])[CH2:13][NH:14][CH:15]([CH2:21][O:22]C(=O)C)[C:16]([N:18]([CH3:20])[CH3:19])=[O:17])[CH:9]=[CH:10][CH:11]=1)[CH2:2][CH2:3][CH3:4]. The product is [CH2:1]([O:5][C:6]1[CH:7]=[C:8]([CH:12]([C:26]([O:28][C:29]([CH3:30])([CH3:32])[CH3:31])=[O:27])[CH2:13][NH:14][CH:15]([CH2:21][OH:22])[C:16]([N:18]([CH3:19])[CH3:20])=[O:17])[CH:9]=[CH:10][CH:11]=1)[CH2:2][CH2:3][CH3:4]. The yield is 0.660. The catalyst is [NH4+].[OH-].CO.